From a dataset of Reaction yield outcomes from USPTO patents with 853,638 reactions. Predict the reaction yield, written as a fraction of the theoretical maximum amount of product (1.0 means a 100% yield; for example, 0.34 means a 34% yield). (1) The reactants are CCO[CH:4]([OH:9])[C:5](Cl)(Cl)Cl.[O-]S([O-])(=O)=O.[Na+].[Na+].[Br:17][C:18]1[C:19]([CH3:25])=[C:20]([CH:22]=[CH:23][CH:24]=1)[NH2:21].Cl.N[OH:28].Cl. The yield is 0.610. The product is [Br:17][C:18]1[C:19]([CH3:25])=[C:20]2[C:22]([C:4](=[O:9])[C:5](=[O:28])[NH:21]2)=[CH:23][CH:24]=1. The catalyst is O. (2) The reactants are Br[CH2:2][C:3]1[CH:4]=[C:5]([C:9]2[CH:13]=[C:12]([CH2:14][CH:15]([CH3:17])[CH3:16])[S:11][C:10]=2[S:18]([NH:21][C:22]([CH3:25])([CH3:24])[CH3:23])(=[O:20])=[O:19])[CH:6]=[CH:7][CH:8]=1.[CH2:26]([C:28]1[NH:29][CH:30]=[CH:31][N:32]=1)[CH3:27]. The catalyst is O1CCOCC1. The product is [CH2:26]([C:28]1[N:29]([CH2:2][C:3]2[CH:4]=[C:5]([C:9]3[CH:13]=[C:12]([CH2:14][CH:15]([CH3:17])[CH3:16])[S:11][C:10]=3[S:18]([NH:21][C:22]([CH3:25])([CH3:24])[CH3:23])(=[O:20])=[O:19])[CH:6]=[CH:7][CH:8]=2)[CH:30]=[CH:31][N:32]=1)[CH3:27]. The yield is 0.850. (3) The reactants are [CH2:1]([C:9]1[CH:14]=[CH:13][C:12]([N:15](C)[C:16](=O)OC(C)(C)C)=[CH:11][CH:10]=1)[CH2:2][CH2:3][CH2:4][CH2:5][CH2:6][CH2:7][CH3:8]. The catalyst is C(O)(C(F)(F)F)=O.C(Cl)Cl.CCO.Cl. The product is [CH3:16][NH:15][C:12]1[CH:13]=[CH:14][C:9]([CH2:1][CH2:2][CH2:3][CH2:4][CH2:5][CH2:6][CH2:7][CH3:8])=[CH:10][CH:11]=1. The yield is 0.570. (4) The reactants are C(OC(=O)C)(=O)C.[C:8]1([CH:14]([CH2:19][C:20]([OH:22])=[O:21])[CH2:15][C:16]([OH:18])=O)[CH:13]=[CH:12][CH:11]=[CH:10][CH:9]=1. No catalyst specified. The product is [C:8]1([CH:14]2[CH2:15][C:16](=[O:18])[O:22][C:20](=[O:21])[CH2:19]2)[CH:9]=[CH:10][CH:11]=[CH:12][CH:13]=1. The yield is 0.900.